This data is from NCI-60 drug combinations with 297,098 pairs across 59 cell lines. The task is: Regression. Given two drug SMILES strings and cell line genomic features, predict the synergy score measuring deviation from expected non-interaction effect. (1) Drug 1: C(CCl)NC(=O)N(CCCl)N=O. Drug 2: COCCOC1=C(C=C2C(=C1)C(=NC=N2)NC3=CC=CC(=C3)C#C)OCCOC.Cl. Cell line: SNB-19. Synergy scores: CSS=7.04, Synergy_ZIP=-0.855, Synergy_Bliss=0.612, Synergy_Loewe=-4.63, Synergy_HSA=-1.97. (2) Drug 1: CC1C(C(CC(O1)OC2CC(CC3=C2C(=C4C(=C3O)C(=O)C5=C(C4=O)C(=CC=C5)OC)O)(C(=O)CO)O)N)O.Cl. Drug 2: CC12CCC3C(C1CCC2OP(=O)(O)O)CCC4=C3C=CC(=C4)OC(=O)N(CCCl)CCCl.[Na+]. Cell line: ACHN. Synergy scores: CSS=1.05, Synergy_ZIP=-2.27, Synergy_Bliss=-3.41, Synergy_Loewe=-4.09, Synergy_HSA=-3.40. (3) Drug 1: C1C(C(OC1N2C=NC3=C(N=C(N=C32)Cl)N)CO)O. Drug 2: CCN(CC)CCNC(=O)C1=C(NC(=C1C)C=C2C3=C(C=CC(=C3)F)NC2=O)C. Cell line: M14. Synergy scores: CSS=24.1, Synergy_ZIP=-6.47, Synergy_Bliss=-5.43, Synergy_Loewe=-15.9, Synergy_HSA=-4.98. (4) Cell line: KM12. Synergy scores: CSS=2.84, Synergy_ZIP=-0.663, Synergy_Bliss=2.79, Synergy_Loewe=-9.48, Synergy_HSA=-2.12. Drug 2: C1CCN(CC1)CCOC2=CC=C(C=C2)C(=O)C3=C(SC4=C3C=CC(=C4)O)C5=CC=C(C=C5)O. Drug 1: CNC(=O)C1=CC=CC=C1SC2=CC3=C(C=C2)C(=NN3)C=CC4=CC=CC=N4. (5) Drug 1: C1=C(C(=O)NC(=O)N1)F. Drug 2: C1C(C(OC1N2C=NC(=NC2=O)N)CO)O. Cell line: NCI/ADR-RES. Synergy scores: CSS=27.0, Synergy_ZIP=-12.6, Synergy_Bliss=-11.4, Synergy_Loewe=-8.14, Synergy_HSA=-7.92. (6) Drug 1: CNC(=O)C1=NC=CC(=C1)OC2=CC=C(C=C2)NC(=O)NC3=CC(=C(C=C3)Cl)C(F)(F)F. Drug 2: C1=CC=C(C(=C1)C(C2=CC=C(C=C2)Cl)C(Cl)Cl)Cl. Cell line: KM12. Synergy scores: CSS=39.2, Synergy_ZIP=11.1, Synergy_Bliss=17.1, Synergy_Loewe=9.31, Synergy_HSA=11.8. (7) Drug 1: CCCCCOC(=O)NC1=NC(=O)N(C=C1F)C2C(C(C(O2)C)O)O. Drug 2: CCC1=C2CN3C(=CC4=C(C3=O)COC(=O)C4(CC)O)C2=NC5=C1C=C(C=C5)O. Cell line: MCF7. Synergy scores: CSS=16.7, Synergy_ZIP=-4.55, Synergy_Bliss=0.0413, Synergy_Loewe=-67.5, Synergy_HSA=-0.331.